This data is from NCI-60 drug combinations with 297,098 pairs across 59 cell lines. The task is: Regression. Given two drug SMILES strings and cell line genomic features, predict the synergy score measuring deviation from expected non-interaction effect. (1) Drug 1: COC1=NC(=NC2=C1N=CN2C3C(C(C(O3)CO)O)O)N. Drug 2: CC(C)(C#N)C1=CC(=CC(=C1)CN2C=NC=N2)C(C)(C)C#N. Cell line: NCI-H226. Synergy scores: CSS=3.27, Synergy_ZIP=0.158, Synergy_Bliss=2.58, Synergy_Loewe=1.03, Synergy_HSA=-0.399. (2) Drug 1: CS(=O)(=O)CCNCC1=CC=C(O1)C2=CC3=C(C=C2)N=CN=C3NC4=CC(=C(C=C4)OCC5=CC(=CC=C5)F)Cl. Drug 2: N.N.Cl[Pt+2]Cl. Cell line: RXF 393. Synergy scores: CSS=47.4, Synergy_ZIP=-1.23, Synergy_Bliss=-0.426, Synergy_Loewe=-8.99, Synergy_HSA=0.594. (3) Drug 2: CS(=O)(=O)CCNCC1=CC=C(O1)C2=CC3=C(C=C2)N=CN=C3NC4=CC(=C(C=C4)OCC5=CC(=CC=C5)F)Cl. Drug 1: CC1C(C(CC(O1)OC2CC(CC3=C2C(=C4C(=C3O)C(=O)C5=C(C4=O)C(=CC=C5)OC)O)(C(=O)C)O)N)O.Cl. Synergy scores: CSS=20.4, Synergy_ZIP=5.17, Synergy_Bliss=7.59, Synergy_Loewe=-29.6, Synergy_HSA=4.21. Cell line: SW-620. (4) Drug 1: CCC(=C(C1=CC=CC=C1)C2=CC=C(C=C2)OCCN(C)C)C3=CC=CC=C3.C(C(=O)O)C(CC(=O)O)(C(=O)O)O. Drug 2: CN(C(=O)NC(C=O)C(C(C(CO)O)O)O)N=O. Cell line: MALME-3M. Synergy scores: CSS=0.879, Synergy_ZIP=-1.43, Synergy_Bliss=-1.41, Synergy_Loewe=-6.71, Synergy_HSA=-3.33. (5) Drug 1: CC1OCC2C(O1)C(C(C(O2)OC3C4COC(=O)C4C(C5=CC6=C(C=C35)OCO6)C7=CC(=C(C(=C7)OC)O)OC)O)O. Drug 2: N.N.Cl[Pt+2]Cl. Cell line: NCI/ADR-RES. Synergy scores: CSS=-1.06, Synergy_ZIP=1.15, Synergy_Bliss=-0.231, Synergy_Loewe=-2.11, Synergy_HSA=-2.75. (6) Drug 1: CC(C1=C(C=CC(=C1Cl)F)Cl)OC2=C(N=CC(=C2)C3=CN(N=C3)C4CCNCC4)N. Drug 2: C1=CC=C(C(=C1)C(C2=CC=C(C=C2)Cl)C(Cl)Cl)Cl. Cell line: HOP-62. Synergy scores: CSS=4.66, Synergy_ZIP=0.973, Synergy_Bliss=3.52, Synergy_Loewe=1.19, Synergy_HSA=1.69. (7) Drug 1: CC1=C(N=C(N=C1N)C(CC(=O)N)NCC(C(=O)N)N)C(=O)NC(C(C2=CN=CN2)OC3C(C(C(C(O3)CO)O)O)OC4C(C(C(C(O4)CO)O)OC(=O)N)O)C(=O)NC(C)C(C(C)C(=O)NC(C(C)O)C(=O)NCCC5=NC(=CS5)C6=NC(=CS6)C(=O)NCCC[S+](C)C)O. Drug 2: C(CN)CNCCSP(=O)(O)O. Cell line: HOP-62. Synergy scores: CSS=72.0, Synergy_ZIP=0.205, Synergy_Bliss=-0.918, Synergy_Loewe=-32.5, Synergy_HSA=0.261.